This data is from Full USPTO retrosynthesis dataset with 1.9M reactions from patents (1976-2016). The task is: Predict the reactants needed to synthesize the given product. (1) Given the product [CH3:70][O:69][C:67](=[O:68])[CH:60]([NH:59][C:20](=[O:21])[C:19]1[CH:18]=[CH:17][C:16]([C:15]#[C:14][C:11]2[CH:12]=[CH:13][C:8]([CH2:7][N:1]3[CH2:6][CH2:5][O:4][CH2:3][CH2:2]3)=[CH:9][CH:10]=2)=[CH:24][CH:23]=1)[C:61]1[CH:66]=[CH:65][CH:64]=[CH:63][CH:62]=1, predict the reactants needed to synthesize it. The reactants are: [N:1]1([CH2:7][C:8]2[CH:13]=[CH:12][C:11]([C:14]#[C:15][C:16]3[CH:24]=[CH:23][C:19]([C:20](O)=[O:21])=[CH:18][CH:17]=3)=[CH:10][CH:9]=2)[CH2:6][CH2:5][O:4][CH2:3][CH2:2]1.Cl.CN(C(ON1N=NC2C=CC=NC1=2)=[N+](C)C)C.F[P-](F)(F)(F)(F)F.CCN(C(C)C)C(C)C.[NH2:59][C@H:60]([C:67]([O:69][CH3:70])=[O:68])[C:61]1[CH:66]=[CH:65][CH:64]=[CH:63][CH:62]=1.Cl. (2) Given the product [Cl:13][C:10]1[CH:11]=[CH:12][C:7]([O:23][C:17]2[CH:22]=[CH:21][CH:20]=[CH:19][CH:18]=2)=[C:8]([N+:14]([O-:16])=[O:15])[CH:9]=1, predict the reactants needed to synthesize it. The reactants are: CN(C=O)C.Br[C:7]1[CH:12]=[CH:11][C:10]([Cl:13])=[CH:9][C:8]=1[N+:14]([O-:16])=[O:15].[C:17]1([OH:23])[CH:22]=[CH:21][CH:20]=[CH:19][CH:18]=1.C([O-])([O-])=O.[Na+].[Na+]. (3) Given the product [C:27]([C:17]1[CH:16]=[C:15]([O:14][CH2:13][C:12]([N:8]2[CH2:9][CH2:10][CH2:11][CH:6]([C:4]([OH:5])=[O:3])[CH2:7]2)=[O:31])[C:24]2[C:19]([CH:18]=1)=[CH:20][C:21]([Cl:26])=[CH:22][C:23]=2[Cl:25])([OH:29])=[O:28], predict the reactants needed to synthesize it. The reactants are: C([O:3][C:4]([CH:6]1[CH2:11][CH2:10][CH2:9][N:8]([C:12](=[O:31])[CH2:13][O:14][C:15]2[C:24]3[C:19](=[CH:20][C:21]([Cl:26])=[CH:22][C:23]=3[Cl:25])[CH:18]=[C:17]([C:27]([O:29]C)=[O:28])[CH:16]=2)[CH2:7]1)=[O:5])C.[Li+].[OH-]. (4) Given the product [CH3:1][C:2]([Si:5]([CH3:21])([CH3:20])[O:6][CH2:7][C:8]1[CH:9]=[C:10]2[N:11]([CH2:18][CH2:17][CH2:16]2)[C:12](=[O:14])[CH:13]=1)([CH3:4])[CH3:3], predict the reactants needed to synthesize it. The reactants are: [CH3:1][C:2]([Si:5]([CH3:21])([CH3:20])[O:6][CH2:7][C:8]1[CH:13]=[C:12]([O:14]C)[N:11]=[C:10]([CH2:16][CH2:17][CH2:18]O)[CH:9]=1)([CH3:4])[CH3:3].N1C=CC=CC=1.FC(F)(F)S(OS(C(F)(F)F)(=O)=O)(=O)=O.O. (5) Given the product [ClH:42].[ClH:52].[CH2:21]([O:20][C:17]1[CH:16]=[CH:15][C:14]([CH2:13][CH:5]([NH:4][CH2:3][CH:2]([NH:1][C:40]([N:39]2[CH2:58][CH2:57][CH2:56][CH2:55][CH2:54][CH2:53]2)=[O:41])[CH2:28][CH:29]([CH3:31])[CH3:30])[C:6](=[O:7])[NH:8][C:9]([CH3:10])([CH3:11])[CH3:12])=[CH:19][CH:18]=1)[C:22]1[CH:27]=[CH:26][CH:25]=[CH:24][CH:23]=1, predict the reactants needed to synthesize it. The reactants are: [NH2:1][CH:2]([CH2:28][CH:29]([CH3:31])[CH3:30])[CH2:3][NH:4][CH:5]([CH2:13][C:14]1[CH:19]=[CH:18][C:17]([O:20][CH2:21][C:22]2[CH:27]=[CH:26][CH:25]=[CH:24][CH:23]=2)=[CH:16][CH:15]=1)[C:6]([NH:8][C:9]([CH3:12])([CH3:11])[CH3:10])=[O:7].N1([NH:39][C:40]([Cl:42])=[O:41])CCCCCC1.C(N(CC)C(C)C)(C)C.[ClH:52].[CH:53]1[CH:58]=[CH:57][CH:56]=[CH:55][CH:54]=1. (6) Given the product [Cl:16][C:17]1[CH:22]=[C:21]([O:8][C:9]2[C:10]([CH3:15])=[N:11][CH:12]=[CH:13][CH:14]=2)[CH:20]=[CH:19][N:18]=1, predict the reactants needed to synthesize it. The reactants are: [H-].[Na+].CN(C=O)C.[OH:8][C:9]1[C:10]([CH3:15])=[N:11][CH:12]=[CH:13][CH:14]=1.[Cl:16][C:17]1[CH:22]=[C:21]([N+]([O-])=O)[CH:20]=[CH:19][N:18]=1. (7) Given the product [CH3:10][O:9][C:7]([C:6]1[CH:5]=[C:4]2[C:3]([C:1]([CH3:16])=[CH:2][NH:13]2)=[CH:12][CH:11]=1)=[O:8], predict the reactants needed to synthesize it. The reactants are: [CH2:1]([C:3]1[CH:12]=[CH:11][C:6]([C:7]([O:9][CH3:10])=[O:8])=[CH:5][C:4]=1[N+:13]([O-])=O)[CH3:2].[CH2:16](C1C=CC(C(O)=O)=CC=1)C.COC(OC)N(C)C. (8) Given the product [F:17][C:12]1[CH:13]=[CH:14][CH:15]=[C:16]2[C:11]=1[C:10]([NH2:18])=[N:9][C:8]2([C:4]1[CH:5]=[CH:6][CH:7]=[C:2]([C:30]2[CH:29]=[N:28][CH:27]=[C:26]([F:25])[CH:31]=2)[CH:3]=1)[C:19]1[CH:24]=[CH:23][N:22]=[CH:21][CH:20]=1, predict the reactants needed to synthesize it. The reactants are: Br[C:2]1[CH:3]=[C:4]([C:8]2([C:19]3[CH:24]=[CH:23][N:22]=[CH:21][CH:20]=3)[C:16]3[C:11](=[C:12]([F:17])[CH:13]=[CH:14][CH:15]=3)[C:10]([NH2:18])=[N:9]2)[CH:5]=[CH:6][CH:7]=1.[F:25][C:26]1[CH:27]=[N:28][CH:29]=[C:30](B2OC(C)(C)C(C)(C)O2)[CH:31]=1. (9) Given the product [CH2:1]([O:3][C:4](=[O:15])[CH:5]([CH3:14])[CH2:6][N:7]([C:19]1[C:20]([N+:24]([O-:26])=[O:25])=[CH:21][N:22]=[C:17]([Cl:16])[N:18]=1)[C:8]1[CH:13]=[CH:12][CH:11]=[CH:10][CH:9]=1)[CH3:2], predict the reactants needed to synthesize it. The reactants are: [CH2:1]([O:3][C:4](=[O:15])[CH:5]([CH3:14])[CH2:6][NH:7][C:8]1[CH:13]=[CH:12][CH:11]=[CH:10][CH:9]=1)[CH3:2].[Cl:16][C:17]1[N:22]=[C:21](Cl)[C:20]([N+:24]([O-:26])=[O:25])=[CH:19][N:18]=1.C(N(CC)C(C)C)(C)C.